This data is from Reaction yield outcomes from USPTO patents with 853,638 reactions. The task is: Predict the reaction yield, written as a fraction of the theoretical maximum amount of product (1.0 means a 100% yield; for example, 0.34 means a 34% yield). (1) The reactants are [NH2:1][CH:2]1[CH:7]2[CH:3]1[CH2:4][N:5]([CH2:8][CH2:9][N:10]1[C:15]3[CH:16]=[C:17]([C:20]#[N:21])[CH:18]=[CH:19][C:14]=3[O:13][CH2:12][C:11]1=[O:22])[CH2:6]2.[O:23]=[C:24]1[CH2:29][O:28][C:27]2[CH:30]=[CH:31][C:32]([CH:34]=O)=[N:33][C:26]=2[NH:25]1.C([BH3-])#N.[Na+]. No catalyst specified. The product is [O:22]=[C:11]1[N:10]([CH2:9][CH2:8][N:5]2[CH2:6][CH:7]3[CH:3]([CH:2]3[NH:1][CH2:34][C:32]3[CH:31]=[CH:30][C:27]4[O:28][CH2:29][C:24](=[O:23])[NH:25][C:26]=4[N:33]=3)[CH2:4]2)[C:15]2[CH:16]=[C:17]([C:20]#[N:21])[CH:18]=[CH:19][C:14]=2[O:13][CH2:12]1. The yield is 0.0600. (2) The reactants are [CH3:1][O:2][C:3]1[CH:4]=[C:5]([CH:15]=[CH:16][C:17]=1[N+:18]([O-])=O)[O:6][CH2:7][CH2:8][N:9]1[CH2:14][CH2:13][CH2:12][CH2:11][CH2:10]1.[H][H]. The catalyst is C(OCC)(=O)C.[Pd]. The product is [CH3:1][O:2][C:3]1[CH:4]=[C:5]([O:6][CH2:7][CH2:8][N:9]2[CH2:10][CH2:11][CH2:12][CH2:13][CH2:14]2)[CH:15]=[CH:16][C:17]=1[NH2:18]. The yield is 0.810. (3) The reactants are [F:1][C:2]1[CH:3]=[CH:4][C:5]([O:30]C)=[C:6]([C:8]([CH3:29])([CH3:28])[CH2:9][C:10]([OH:27])([C:23]([F:26])([F:25])[F:24])[CH:11]=[N:12][C:13]2[CH:21]=[CH:20][CH:19]=[C:18]3[C:14]=2[CH2:15][NH:16][C:17]3=[O:22])[CH:7]=1.B(Br)(Br)Br.C(=O)(O)[O-].[Na+]. The catalyst is ClCCl. The product is [F:1][C:2]1[CH:3]=[CH:4][C:5]([OH:30])=[C:6]2[C:7]=1[CH:11]([NH:12][C:13]1[CH:21]=[CH:20][CH:19]=[C:18]3[C:14]=1[CH2:15][NH:16][C:17]3=[O:22])[C:10]([OH:27])([C:23]([F:26])([F:25])[F:24])[CH2:9][C:8]2([CH3:29])[CH3:28]. The yield is 0.0790.